From a dataset of Catalyst prediction with 721,799 reactions and 888 catalyst types from USPTO. Predict which catalyst facilitates the given reaction. (1) Reactant: [N+:1]([C:4]1[CH:5]=[CH:6][C:7]2[CH2:11][C:10](=[O:12])[C:8]=2[CH:9]=1)([O-])=O. Product: [NH2:1][C:4]1[CH:5]=[CH:6][C:7]2[CH2:11][C:10](=[O:12])[C:8]=2[CH:9]=1. The catalyst class is: 29. (2) Reactant: [CH:1]1([NH:4][C:5]([C@@H:7]2[CH2:11][CH2:10][CH2:9][N:8]2[C:12](=[O:15])[CH2:13]Br)=[O:6])[CH2:3][CH2:2]1.[CH2:16]([O:18][C:19]([N:21]1[CH2:26][CH2:25][N:24]([C:27](=[O:52])[C@@H:28]([NH:38][C:39]([C:41]2[CH:50]=[C:49]([OH:51])[C:48]3[C:43](=[CH:44][CH:45]=[CH:46][CH:47]=3)[CH:42]=2)=[O:40])[CH2:29][CH2:30][C:31]([O:33]C(C)(C)C)=[O:32])[CH2:23][CH2:22]1)=[O:20])[CH3:17].C(=O)([O-])[O-].[Cs+].[Cs+]. Product: [CH2:16]([O:18][C:19]([N:21]1[CH2:26][CH2:25][N:24]([C:27](=[O:52])[C@@H:28]([NH:38][C:39]([C:41]2[CH:50]=[C:49]([O:51][CH2:13][C:12]([N:8]3[CH2:9][CH2:10][CH2:11][C@H:7]3[C:5](=[O:6])[NH:4][CH:1]3[CH2:3][CH2:2]3)=[O:15])[C:48]3[C:43](=[CH:44][CH:45]=[CH:46][CH:47]=3)[CH:42]=2)=[O:40])[CH2:29][CH2:30][C:31]([OH:33])=[O:32])[CH2:23][CH2:22]1)=[O:20])[CH3:17]. The catalyst class is: 18. (3) Reactant: [CH3:1][S:2]([OH:5])(=[O:4])=[O:3].[F:6][C:7]1([F:58])[CH2:12][CH2:11][CH:10]([C:13]2[C:22]3[C@@H:21](O)[CH2:20][C:19]([CH3:25])([CH3:24])[CH2:18][C:17]=3[N:16]=[C:15]([CH:26]3[CH2:31][CH2:30][N:29]([C:32]4[N:37]=[CH:36][C:35]([O:38][CH2:39][C:40]([CH2:44][OH:45])([CH3:43])[CH2:41][OH:42])=[CH:34][N:33]=4)[CH2:28][CH2:27]3)[C:14]=2[C@@H:46]([F:57])[C:47]2[CH:52]=[CH:51][C:50]([C:53]([F:56])([F:55])[F:54])=[CH:49][CH:48]=2)[CH2:9][CH2:8]1. Product: [CH3:1][S:2]([O:5][C@H:21]1[CH2:20][C:19]([CH3:24])([CH3:25])[CH2:18][C:17]2[N:16]=[C:15]([CH:26]3[CH2:27][CH2:28][N:29]([C:32]4[N:37]=[CH:36][C:35]([O:38][CH2:39][C:40]([CH2:41][OH:42])([CH3:43])[CH2:44][OH:45])=[CH:34][N:33]=4)[CH2:30][CH2:31]3)[C:14]([C@@H:46]([F:57])[C:47]3[CH:52]=[CH:51][C:50]([C:53]([F:55])([F:54])[F:56])=[CH:49][CH:48]=3)=[C:13]([CH:10]3[CH2:11][CH2:12][C:7]([F:6])([F:58])[CH2:8][CH2:9]3)[C:22]1=2)(=[O:4])=[O:3]. The catalyst class is: 310. (4) Reactant: [F:1][C:2]([F:33])([F:32])[C:3]1[CH:8]=[CH:7][C:6]([C:9]2[CH:18]=[C:17]3[C:12]([C:13](OS(C(F)(F)F)(=O)=O)=[CH:14][C:15]([C:19]([O:21][CH2:22][CH3:23])=[O:20])=[CH:16]3)=[CH:11][CH:10]=2)=[CH:5][CH:4]=1.[B:34]1([B:34]2[O:38][C:37]([CH3:40])([CH3:39])[C:36]([CH3:42])([CH3:41])[O:35]2)[O:38][C:37]([CH3:40])([CH3:39])[C:36]([CH3:42])([CH3:41])[O:35]1.C([O-])(=O)C.[K+]. Product: [CH3:41][C:36]1([CH3:42])[C:37]([CH3:40])([CH3:39])[O:38][B:34]([C:13]2[C:12]3[C:17](=[CH:18][C:9]([C:6]4[CH:7]=[CH:8][C:3]([C:2]([F:1])([F:33])[F:32])=[CH:4][CH:5]=4)=[CH:10][CH:11]=3)[CH:16]=[C:15]([C:19]([O:21][CH2:22][CH3:23])=[O:20])[CH:14]=2)[O:35]1. The catalyst class is: 819. (5) Reactant: [Cl:1][C:2]1[CH:3]=[C:4]([CH:7]=[C:8](Cl)[CH:9]=1)[C:5]#[N:6].[CH3:11][O-:12].[Na+].Cl. Product: [Cl:1][C:2]1[CH:3]=[C:4]([CH:7]=[C:8]([O:12][CH3:11])[CH:9]=1)[C:5]#[N:6]. The catalyst class is: 3. (6) Reactant: [Cl:1][C:2]1[C:3]([N:27]([CH:29]([CH3:31])[CH3:30])[CH3:28])=[CH:4][C:5]2[N:11]=[C:10]([C:12]3[CH:17]=[CH:16][CH:15]=[C:14]([N:18]4[C:22]([CH2:23]O)=[CH:21][N:20]=[N:19]4)[CH:13]=3)[CH2:9][C:8](=[O:25])[NH:7][C:6]=2[CH:26]=1.S(Cl)(Cl)=O.[Cl-].[NH:37]1[CH2:41][CH2:40][CH2:39][CH2:38]1. Product: [Cl:1][C:2]1[C:3]([N:27]([CH:29]([CH3:30])[CH3:31])[CH3:28])=[CH:4][C:5]2[N:11]=[C:10]([C:12]3[CH:17]=[CH:16][CH:15]=[C:14]([N:18]4[C:22]([CH2:23][N:37]5[CH2:41][CH2:40][CH2:39][CH2:38]5)=[CH:21][N:20]=[N:19]4)[CH:13]=3)[CH2:9][C:8](=[O:25])[NH:7][C:6]=2[CH:26]=1. The catalyst class is: 139. (7) Reactant: [CH3:1][C@H:2]1[CH2:6][CH2:5][CH2:4][N:3]1[CH:7]1[CH2:11][CH2:10][C@H:9]([C:12]2[CH:17]=[CH:16][C:15]([NH2:18])=[CH:14][CH:13]=2)[CH2:8]1.[O:19]1[CH2:24][CH2:23][CH:22]([C:25](Cl)=[O:26])[CH2:21][CH2:20]1.N1C=CC=CC=1.N.CO. Product: [CH3:1][C@H:2]1[CH2:6][CH2:5][CH2:4][N:3]1[CH:7]1[CH2:11][CH2:10][C@H:9]([C:12]2[CH:17]=[CH:16][C:15]([NH:18][C:25]([CH:22]3[CH2:23][CH2:24][O:19][CH2:20][CH2:21]3)=[O:26])=[CH:14][CH:13]=2)[CH2:8]1. The catalyst class is: 2.